Predict the reaction yield, written as a fraction of the theoretical maximum amount of product (1.0 means a 100% yield; for example, 0.34 means a 34% yield). From a dataset of Reaction yield outcomes from USPTO patents with 853,638 reactions. (1) The reactants are Cl[CH2:2][C:3]([C:5]1[CH:6]=[C:7]([CH:11]([O:32]C2CCCCO2)[C:12]2[CH:31]=[CH:30][C:15]([CH2:16][O:17][C:18]3[CH:23]=[CH:22][C:21]([C:24](=[O:27])[CH2:25][CH3:26])=[C:20]([OH:28])[C:19]=3[CH3:29])=[CH:14][CH:13]=2)[CH:8]=[CH:9][CH:10]=1)=O.[S-:39][C:40]#[N:41].[K+].C1(C)C=CC(S(O)(=O)=[O:50])=CC=1. The catalyst is C(O)C. The product is [OH:32][CH:11]([C:12]1[CH:13]=[CH:14][C:15]([CH2:16][O:17][C:18]2[CH:23]=[CH:22][C:21]([C:24](=[O:27])[CH2:25][CH3:26])=[C:20]([OH:28])[C:19]=2[CH3:29])=[CH:30][CH:31]=1)[C:7]1[CH:6]=[C:5]([C:3]2[NH:41][C:40](=[O:50])[S:39][CH:2]=2)[CH:10]=[CH:9][CH:8]=1. The yield is 0.390. (2) The reactants are [Cl:1][C:2]1[C:7]([Br:8])=[CH:6][C:5]([F:9])=[CH:4][C:3]=1Br.[C:11]([NH2:17])(=[O:16])[C:12]([CH3:15])([CH3:14])[CH3:13].C(=O)([O-])[O-].[Cs+].[Cs+]. The catalyst is C1C=CC(/C=C/C(/C=C/C2C=CC=CC=2)=O)=CC=1.C1C=CC(/C=C/C(/C=C/C2C=CC=CC=2)=O)=CC=1.[Pd].O1CCOCC1. The product is [Br:8][C:7]1[C:2]([Cl:1])=[C:3]([NH:17][C:11](=[O:16])[C:12]([CH3:15])([CH3:14])[CH3:13])[CH:4]=[C:5]([F:9])[CH:6]=1. The yield is 0.680. (3) The reactants are [F:1][C:2]([F:36])([F:35])[O:3][C:4]1[CH:9]=[CH:8][C:7]([N:10]2[CH:14]=[N:13][C:12]([C:15]3[CH:20]=[CH:19][C:18]([CH2:21][CH2:22][CH2:23][N:24]4C(=O)C5C(=CC=CC=5)C4=O)=[CH:17][CH:16]=3)=[N:11]2)=[CH:6][CH:5]=1.CO.O.NN. The catalyst is ClCCl. The product is [F:36][C:2]([F:1])([F:35])[O:3][C:4]1[CH:5]=[CH:6][C:7]([N:10]2[CH:14]=[N:13][C:12]([C:15]3[CH:20]=[CH:19][C:18]([CH2:21][CH2:22][CH2:23][NH2:24])=[CH:17][CH:16]=3)=[N:11]2)=[CH:8][CH:9]=1. The yield is 0.950. (4) The reactants are [F:1][C:2]1[CH:18]=[C:17]([N+:19]([O-:21])=[O:20])[CH:16]=[CH:15][C:3]=1[O:4][C:5]1[CH:10]=[CH:9][N:8]=[C:7]2[CH:11]=[C:12](I)[S:13][C:6]=12.Br[C:23]1[N:28]=[CH:27][C:26]([CH:29]=[O:30])=[CH:25][CH:24]=1.C[Sn](C)(C)[Sn](C)(C)C. The catalyst is O1CCOCC1. The product is [F:1][C:2]1[CH:18]=[C:17]([N+:19]([O-:21])=[O:20])[CH:16]=[CH:15][C:3]=1[O:4][C:5]1[CH:10]=[CH:9][N:8]=[C:7]2[CH:11]=[C:12]([C:23]3[CH:24]=[CH:25][C:26]([CH:29]=[O:30])=[CH:27][N:28]=3)[S:13][C:6]=12. The yield is 0.500. (5) The product is [Cl:12][C:13]1[CH:18]=[CH:17][CH:16]=[C:15]([Cl:19])[C:14]=1[S:20]([N:1]1[C:9]2[C:4](=[CH:5][CH:6]=[CH:7][CH:8]=2)[C:3]([CH:10]=[O:11])=[CH:2]1)(=[O:22])=[O:21]. The catalyst is C(Cl)Cl. The yield is 0.930. The reactants are [NH:1]1[C:9]2[C:4](=[CH:5][CH:6]=[CH:7][CH:8]=2)[C:3]([CH:10]=[O:11])=[CH:2]1.[Cl:12][C:13]1[CH:18]=[CH:17][CH:16]=[C:15]([Cl:19])[C:14]=1[S:20](Cl)(=[O:22])=[O:21].C(N(C(C)C)CC)(C)C.C(=O)([O-])O.[Na+]. (6) The reactants are [CH3:1][O:2][C:3]1[CH:10]=[CH:9][C:6]([C:7]#[N:8])=[C:5]([NH:11][CH3:12])[CH:4]=1.[Li+].C[Si]([N-][Si](C)(C)C)(C)C.[CH3:23][S:24](Cl)(=[O:26])=[O:25]. The catalyst is C1COCC1. The product is [C:7]([C:6]1[CH:9]=[CH:10][C:3]([O:2][CH3:1])=[CH:4][C:5]=1[N:11]([CH3:12])[S:24]([CH3:23])(=[O:26])=[O:25])#[N:8]. The yield is 0.730. (7) The yield is 0.720. The reactants are [Br:1]Br.[C:3]1([C:9]2[N:10]([CH2:20][O:21][CH2:22][CH2:23][Si:24]([CH3:27])([CH3:26])[CH3:25])[CH:11]=[C:12]([C:14]3[CH:19]=[CH:18][N:17]=[CH:16][CH:15]=3)[N:13]=2)[CH:8]=[CH:7][CH:6]=[CH:5][CH:4]=1.C([O-])([O-])=O.[Na+].[Na+]. The product is [Br:1][C:11]1[N:10]([CH2:20][O:21][CH2:22][CH2:23][Si:24]([CH3:27])([CH3:26])[CH3:25])[C:9]([C:3]2[CH:4]=[CH:5][CH:6]=[CH:7][CH:8]=2)=[N:13][C:12]=1[C:14]1[CH:19]=[CH:18][N:17]=[CH:16][CH:15]=1. The catalyst is C(Cl)Cl. (8) The reactants are [Cl:1][C:2]1[CH:10]=[CH:9][C:5]([C:6]([OH:8])=O)=[C:4]([CH3:11])[CH:3]=1.[O:12]1[CH2:17][CH2:16][CH:15]([NH2:18])[CH2:14][CH2:13]1.CN1CCOCC1.ON1C2C=CC=CC=2N=N1.CCN=C=NCCCN(C)C.Cl. The catalyst is C(Cl)Cl.CO.CN(C=O)C. The product is [Cl:1][C:2]1[CH:10]=[CH:9][C:5]([C:6]([NH:18][CH:15]2[CH2:16][CH2:17][O:12][CH2:13][CH2:14]2)=[O:8])=[C:4]([CH3:11])[CH:3]=1. The yield is 0.690. (9) The reactants are I[Si](C)(C)C.[OH:6][C:7]1[CH:8]=[C:9]([CH:19]=[C:20]([O:22][C@H:23]([CH2:26][O:27]C)[CH2:24][CH3:25])[CH:21]=1)[C:10]([NH:12][C:13]1[CH:17]=[CH:16][N:15]([CH3:18])[N:14]=1)=[O:11].C(=O)([O-])O.[Na+].S([O-])([O-])(=O)=S.[Na+].[Na+]. The catalyst is C(#N)C. The product is [OH:6][C:7]1[CH:8]=[C:9]([CH:19]=[C:20]([O:22][C@H:23]([CH2:26][OH:27])[CH2:24][CH3:25])[CH:21]=1)[C:10]([NH:12][C:13]1[CH:17]=[CH:16][N:15]([CH3:18])[N:14]=1)=[O:11]. The yield is 0.830. (10) The reactants are [CH2:1]([N:3]([CH2:26][CH:27]1[CH2:31][CH2:30][CH2:29][O:28]1)[C:4]1[C:5]2[CH2:25][NH:24][CH2:23][CH2:22][C:6]=2[N:7]=[C:8]([NH:10][C:11]2[CH:16]=[CH:15][C:14]([C:17]3[O:21][CH:20]=[N:19][CH:18]=3)=[CH:13][CH:12]=2)[N:9]=1)[CH3:2].[C:32](O)(=[O:34])[CH3:33].C(O)C=O.C([BH3-])#N.[Na+]. The catalyst is CO. The product is [CH2:1]([N:3]([CH2:26][CH:27]1[CH2:31][CH2:30][CH2:29][O:28]1)[C:4]1[C:5]2[CH2:25][N:24]([CH2:33][CH2:32][OH:34])[CH2:23][CH2:22][C:6]=2[N:7]=[C:8]([NH:10][C:11]2[CH:12]=[CH:13][C:14]([C:17]3[O:21][CH:20]=[N:19][CH:18]=3)=[CH:15][CH:16]=2)[N:9]=1)[CH3:2]. The yield is 0.346.